This data is from NCI-60 drug combinations with 297,098 pairs across 59 cell lines. The task is: Regression. Given two drug SMILES strings and cell line genomic features, predict the synergy score measuring deviation from expected non-interaction effect. (1) Drug 1: C1=CC(=CC=C1CC(C(=O)O)N)N(CCCl)CCCl.Cl. Drug 2: CC1C(C(=O)NC(C(=O)N2CCCC2C(=O)N(CC(=O)N(C(C(=O)O1)C(C)C)C)C)C(C)C)NC(=O)C3=C4C(=C(C=C3)C)OC5=C(C(=O)C(=C(C5=N4)C(=O)NC6C(OC(=O)C(N(C(=O)CN(C(=O)C7CCCN7C(=O)C(NC6=O)C(C)C)C)C)C(C)C)C)N)C. Cell line: SNB-19. Synergy scores: CSS=12.1, Synergy_ZIP=4.37, Synergy_Bliss=11.6, Synergy_Loewe=8.56, Synergy_HSA=8.10. (2) Drug 1: C1=CC=C(C=C1)NC(=O)CCCCCCC(=O)NO. Drug 2: N.N.Cl[Pt+2]Cl. Cell line: HOP-92. Synergy scores: CSS=62.1, Synergy_ZIP=2.91, Synergy_Bliss=3.81, Synergy_Loewe=2.63, Synergy_HSA=4.72. (3) Drug 1: CC1C(C(CC(O1)OC2CC(CC3=C2C(=C4C(=C3O)C(=O)C5=C(C4=O)C(=CC=C5)OC)O)(C(=O)C)O)N)O.Cl. Drug 2: CCC1(CC2CC(C3=C(CCN(C2)C1)C4=CC=CC=C4N3)(C5=C(C=C6C(=C5)C78CCN9C7C(C=CC9)(C(C(C8N6C)(C(=O)OC)O)OC(=O)C)CC)OC)C(=O)OC)O.OS(=O)(=O)O. Cell line: BT-549. Synergy scores: CSS=37.4, Synergy_ZIP=-6.46, Synergy_Bliss=-2.93, Synergy_Loewe=-12.2, Synergy_HSA=-1.61. (4) Cell line: MCF7. Drug 2: C(CC(=O)O)C(=O)CN.Cl. Drug 1: C1=NC2=C(N=C(N=C2N1C3C(C(C(O3)CO)O)F)Cl)N. Synergy scores: CSS=6.26, Synergy_ZIP=-2.37, Synergy_Bliss=-1.28, Synergy_Loewe=-1.54, Synergy_HSA=-1.18. (5) Drug 1: CC1=C(C(CCC1)(C)C)C=CC(=CC=CC(=CC(=O)O)C)C. Drug 2: CCN(CC)CCCC(C)NC1=C2C=C(C=CC2=NC3=C1C=CC(=C3)Cl)OC. Cell line: NCI-H226. Synergy scores: CSS=9.14, Synergy_ZIP=-2.58, Synergy_Bliss=-1.97, Synergy_Loewe=-8.16, Synergy_HSA=-1.73. (6) Drug 1: C1=CC(=CC=C1C#N)C(C2=CC=C(C=C2)C#N)N3C=NC=N3. Drug 2: CC12CCC3C(C1CCC2OP(=O)(O)O)CCC4=C3C=CC(=C4)OC(=O)N(CCCl)CCCl.[Na+]. Cell line: NCI-H226. Synergy scores: CSS=4.26, Synergy_ZIP=-0.368, Synergy_Bliss=1.68, Synergy_Loewe=-0.906, Synergy_HSA=-1.07. (7) Drug 1: CN1CCC(CC1)COC2=C(C=C3C(=C2)N=CN=C3NC4=C(C=C(C=C4)Br)F)OC. Drug 2: CCC1(C2=C(COC1=O)C(=O)N3CC4=CC5=C(C=CC(=C5CN(C)C)O)N=C4C3=C2)O.Cl. Cell line: RXF 393. Synergy scores: CSS=8.26, Synergy_ZIP=-5.96, Synergy_Bliss=0.460, Synergy_Loewe=0.522, Synergy_HSA=2.28. (8) Drug 1: CC1C(C(CC(O1)OC2CC(CC3=C2C(=C4C(=C3O)C(=O)C5=C(C4=O)C(=CC=C5)OC)O)(C(=O)C)O)N)O.Cl. Drug 2: CC(C)CN1C=NC2=C1C3=CC=CC=C3N=C2N. Cell line: OVCAR3. Synergy scores: CSS=24.0, Synergy_ZIP=-0.423, Synergy_Bliss=8.14, Synergy_Loewe=4.16, Synergy_HSA=5.77.